From a dataset of Forward reaction prediction with 1.9M reactions from USPTO patents (1976-2016). Predict the product of the given reaction. Given the reactants [CH3:1][N:2]([CH3:23])[C:3](=[O:22])[CH2:4][O:5][CH:6]1[CH2:11][CH2:10][N:9](C(OCC2C=CC=CC=2)=O)[CH2:8][CH2:7]1, predict the reaction product. The product is: [CH3:1][N:2]([CH3:23])[C:3](=[O:22])[CH2:4][O:5][CH:6]1[CH2:7][CH2:8][NH:9][CH2:10][CH2:11]1.